From a dataset of Peptide-MHC class II binding affinity with 134,281 pairs from IEDB. Regression. Given a peptide amino acid sequence and an MHC pseudo amino acid sequence, predict their binding affinity value. This is MHC class II binding data. (1) The peptide sequence is DASLPPRTWNGFLAP. The MHC is DRB1_0401 with pseudo-sequence DRB1_0401. The binding affinity (normalized) is 0. (2) The peptide sequence is EHYTVLFSDLANSHQ. The MHC is DRB1_0901 with pseudo-sequence DRB1_0901. The binding affinity (normalized) is 0.732. (3) The peptide sequence is SQDLELSYNLNGLQAY. The binding affinity (normalized) is 0.680. The MHC is DRB1_1302 with pseudo-sequence DRB1_1302. (4) The peptide sequence is VVLGLATSPTAEGGK. The MHC is HLA-DQA10201-DQB10202 with pseudo-sequence HLA-DQA10201-DQB10202. The binding affinity (normalized) is 0.193. (5) The peptide sequence is GAFLVRNGKKLIPSW. The MHC is HLA-DQA10501-DQB10402 with pseudo-sequence HLA-DQA10501-DQB10402. The binding affinity (normalized) is 0.820. (6) The peptide sequence is AVAGITLVPIVDGRC. The MHC is DRB1_0101 with pseudo-sequence DRB1_0101. The binding affinity (normalized) is 0.615.